From a dataset of Forward reaction prediction with 1.9M reactions from USPTO patents (1976-2016). Predict the product of the given reaction. Given the reactants [NH:1]1[C:5]2[CH:6]=[CH:7][CH:8]=[CH:9][C:4]=2[N:3]=[C:2]1[CH:10]([NH2:20])[CH2:11][C:12]1[CH:17]=[CH:16][C:15]([O:18][CH3:19])=[CH:14][CH:13]=1.[CH3:21][O:22][C:23]1[CH:24]=[C:25]([CH2:29][NH2:30])[CH:26]=[CH:27][CH:28]=1.[C:31](O)(C(F)(F)F)=[O:32], predict the reaction product. The product is: [NH:1]1[C:5]2[CH:6]=[CH:7][CH:8]=[CH:9][C:4]=2[N:3]=[C:2]1[CH:10]([NH:20][C:31]([NH:30][CH2:29][C:25]1[CH:26]=[CH:27][CH:28]=[C:23]([O:22][CH3:21])[CH:24]=1)=[O:32])[CH2:11][C:12]1[CH:17]=[CH:16][C:15]([O:18][CH3:19])=[CH:14][CH:13]=1.